This data is from Peptide-MHC class II binding affinity with 134,281 pairs from IEDB. The task is: Regression. Given a peptide amino acid sequence and an MHC pseudo amino acid sequence, predict their binding affinity value. This is MHC class II binding data. (1) The peptide sequence is TTEMLSRALKKVPVD. The MHC is DRB1_1101 with pseudo-sequence DRB1_1101. The binding affinity (normalized) is 0.736. (2) The peptide sequence is GKAVHVSPGMLDAQAY. The MHC is DRB1_0701 with pseudo-sequence DRB1_0701. The binding affinity (normalized) is 0. (3) The peptide sequence is NDDVDQSLIIAARNI. The MHC is DRB1_0301 with pseudo-sequence DRB1_0301. The binding affinity (normalized) is 0.132. (4) The peptide sequence is LSSNDLAKYKANWIE. The MHC is DRB1_0101 with pseudo-sequence DRB1_0101. The binding affinity (normalized) is 0.308. (5) The peptide sequence is IAPIMFSNKMARLGK. The MHC is DRB5_0101 with pseudo-sequence DRB5_0101. The binding affinity (normalized) is 0.574.